This data is from Forward reaction prediction with 1.9M reactions from USPTO patents (1976-2016). The task is: Predict the product of the given reaction. (1) Given the reactants CC1C=CC(S(O[CH2:12][C@@H:13]2[O:18][C:17]3[CH:19]=[C:20]([S:24]([CH3:27])(=[O:26])=[O:25])[CH:21]=[C:22]([Cl:23])[C:16]=3[O:15][CH2:14]2)(=O)=O)=CC=1.[CH2:28]([NH2:32])[CH2:29][CH2:30][CH3:31], predict the reaction product. The product is: [Cl:23][C:22]1[C:16]2[O:15][CH2:14][C@H:13]([CH2:12][NH:32][CH2:28][CH2:29][CH2:30][CH3:31])[O:18][C:17]=2[CH:19]=[C:20]([S:24]([CH3:27])(=[O:25])=[O:26])[CH:21]=1. (2) Given the reactants [Cl:1][C:2]1[CH:3]=[C:4]([C:9]2([C:23]([F:26])([F:25])[F:24])[O:13][CH2:12][C:11]([C:14]3[CH:15]=[CH:16][C:17](F)=[C:18]([CH:21]=3)[C:19]#[N:20])=[CH:10]2)[CH:5]=[C:6]([Cl:8])[CH:7]=1.C(=O)([O-])[O-].[K+].[K+].[NH:33]1[CH:37]=[N:36][CH:35]=[N:34]1, predict the reaction product. The product is: [Cl:1][C:2]1[CH:3]=[C:4]([C:9]2([C:23]([F:24])([F:25])[F:26])[O:13][CH2:12][C:11]([C:14]3[CH:15]=[CH:16][C:17]([N:33]4[CH:37]=[N:36][CH:35]=[N:34]4)=[C:18]([CH:21]=3)[C:19]#[N:20])=[CH:10]2)[CH:5]=[C:6]([Cl:8])[CH:7]=1. (3) Given the reactants C[O:2][C:3]([C:5]1([NH:8][S:9]([C:12]2[CH:17]=[CH:16][CH:15]=[CH:14][C:13]=2[Br:18])(=[O:11])=[O:10])[CH2:7][CH2:6]1)=[O:4].C1COCC1.CO.O[Li].O, predict the reaction product. The product is: [Br:18][C:13]1[CH:14]=[CH:15][CH:16]=[CH:17][C:12]=1[S:9]([NH:8][C:5]1([C:3]([OH:4])=[O:2])[CH2:7][CH2:6]1)(=[O:10])=[O:11]. (4) Given the reactants O1CCCCC1[O:7][CH2:8][CH2:9][CH2:10][CH2:11][O:12][C:13]1[CH:18]=[CH:17][C:16]([C:19]2[CH:24]=[CH:23][C:22]([C:25]3[CH:34]=[C:33]([N:35]4[C:39](=[O:40])[CH2:38][NH:37][C:36]4=[S:41])[C:32]4[C:27](=[CH:28][CH:29]=[N:30][CH:31]=4)[N:26]=3)=[CH:21][CH:20]=2)=[CH:15][CH:14]=1.[ClH:42], predict the reaction product. The product is: [ClH:42].[OH:7][CH2:8][CH2:9][CH2:10][CH2:11][O:12][C:13]1[CH:18]=[CH:17][C:16]([C:19]2[CH:20]=[CH:21][C:22]([C:25]3[CH:34]=[C:33]([N:35]4[C:39](=[O:40])[CH2:38][NH:37][C:36]4=[S:41])[C:32]4[C:27](=[CH:28][CH:29]=[N:30][CH:31]=4)[N:26]=3)=[CH:23][CH:24]=2)=[CH:15][CH:14]=1. (5) The product is: [Br:1][C:2]1[C:3]([OH:11])=[CH:4][C:5]([Cl:10])=[C:6]([CH:9]=1)[CH:7]=[O:8]. Given the reactants [Br:1][C:2]1[C:3]([O:11]C)=[CH:4][C:5]([Cl:10])=[C:6]([CH:9]=1)[CH:7]=[O:8].Cl.N1C=CC=CC=1.Cl, predict the reaction product. (6) The product is: [C:1]([S:14]([NH:24][CH2:18][CH2:19][CH2:20][CH2:21][CH2:22][CH3:23])(=[O:16])=[O:15])([C:4]([C:7]([C:10]([F:13])([F:12])[F:11])([F:9])[F:8])([F:6])[F:5])([F:3])[F:2]. Given the reactants [C:1]([S:14](F)(=[O:16])=[O:15])([C:4]([C:7]([C:10]([F:13])([F:12])[F:11])([F:9])[F:8])([F:6])[F:5])([F:3])[F:2].[CH2:18]([NH2:24])[CH2:19][CH2:20][CH2:21][CH2:22][CH3:23].C(N(CC)CC)C, predict the reaction product. (7) Given the reactants [OH:1][CH2:2][CH:3]([CH2:6][OH:7])[CH2:4][OH:5].[O:8]1[CH2:13][CH2:12][C:11](=O)[CH2:10][CH2:9]1.C1C=CC=CC=1, predict the reaction product. The product is: [O:1]1[C:11]2([CH2:12][CH2:13][O:8][CH2:9][CH2:10]2)[O:5][CH2:4][CH:3]([CH2:6][OH:7])[CH2:2]1. (8) Given the reactants [CH2:1]([O:3][C:4]([C:6]1[C:7]([CH3:18])=[C:8]2[C:13](Cl)=[C:12]([C:15]#[N:16])[CH:11]=[N:10][N:9]2[CH:17]=1)=[O:5])[CH3:2].[NH2:19][C:20]1[CH:25]=[CH:24][C:23]([CH:26]([C:29]2[CH:34]=[CH:33][CH:32]=[CH:31][CH:30]=2)[C:27]#[N:28])=[CH:22][CH:21]=1, predict the reaction product. The product is: [CH2:1]([O:3][C:4]([C:6]1[C:7]([CH3:18])=[C:8]2[C:13]([NH:19][C:20]3[CH:21]=[CH:22][C:23]([CH:26]([C:27]#[N:28])[C:29]4[CH:34]=[CH:33][CH:32]=[CH:31][CH:30]=4)=[CH:24][CH:25]=3)=[C:12]([C:15]#[N:16])[CH:11]=[N:10][N:9]2[CH:17]=1)=[O:5])[CH3:2]. (9) Given the reactants [CH2:1]([C@@H:8]1[CH2:13][N:12]2[CH2:14][C@@H:15](OS(C)(=O)=O)[CH2:16][CH2:17][C@@H:11]2[CH2:10][N:9]1[C:23](=[O:38])[C:24]1[CH:29]=[C:28]([C:30]([F:33])([F:32])[F:31])[CH:27]=[C:26]([C:34]([F:37])([F:36])[F:35])[CH:25]=1)[C:2]1[CH:7]=[CH:6][CH:5]=[CH:4][CH:3]=1.[NH:39]1[CH2:44][CH2:43][O:42][CH2:41][CH2:40]1, predict the reaction product. The product is: [F:31][C:30]([F:33])([F:32])[C:28]1[CH:29]=[C:24]([C:23]([N:9]2[C@H:8]([CH2:1][C:2]3[CH:3]=[CH:4][CH:5]=[CH:6][CH:7]=3)[CH2:13][N:12]3[CH2:14][C@H:15]([N:39]4[CH2:44][CH2:43][O:42][CH2:41][CH2:40]4)[CH2:16][CH2:17][C@@H:11]3[CH2:10]2)=[O:38])[CH:25]=[C:26]([C:34]([F:36])([F:35])[F:37])[CH:27]=1.[F:31][C:30]([F:33])([F:32])[C:28]1[CH:29]=[C:24]([C:23]([N:9]2[C@H:8]([CH2:1][C:2]3[CH:3]=[CH:4][CH:5]=[CH:6][CH:7]=3)[CH2:13][N:12]3[CH2:14][C@@H:15]([N:39]4[CH2:44][CH2:43][O:42][CH2:41][CH2:40]4)[CH2:16][CH2:17][C@@H:11]3[CH2:10]2)=[O:38])[CH:25]=[C:26]([C:34]([F:36])([F:35])[F:37])[CH:27]=1.